Dataset: Reaction yield outcomes from USPTO patents with 853,638 reactions. Task: Predict the reaction yield, written as a fraction of the theoretical maximum amount of product (1.0 means a 100% yield; for example, 0.34 means a 34% yield). (1) The reactants are [F:1][C:2]([F:15])([F:14])[S:3]([O:6]S(C(F)(F)F)(=O)=O)(=[O:5])=[O:4].[CH2:16](O)[C:17]([CH3:20])([CH3:19])[CH3:18].N1C(C)=CC=CC=1C. The catalyst is ClCCl. The product is [CH3:16][C:17]([CH3:20])([CH3:19])[CH2:18][O:6][S:3]([C:2]([F:15])([F:14])[F:1])(=[O:5])=[O:4]. The yield is 0.720. (2) The reactants are [C:1]([OH:5])(=[O:4])[CH:2]=[CH2:3].[Cl:6][C:7]1[CH:8]=[C:9]2[C:13](=[CH:14][CH:15]=1)[NH:12][CH:11]=[CH:10]2.[OH-].[Na+]. The catalyst is C(O)(=O)C.C(OC(=O)C)(=O)C. The product is [Cl:6][C:7]1[CH:8]=[C:9]2[C:13](=[CH:14][CH:15]=1)[NH:12][CH:11]=[C:10]2[CH2:3][CH2:2][C:1]([OH:5])=[O:4]. The yield is 0.470. (3) The yield is 0.830. The reactants are [NH2:1][C:2]1[C:3]2[C:10]([C:11]3[CH:16]=[CH:15][C:14]([O:17][C:18]4[CH:23]=[CH:22][CH:21]=[CH:20][CH:19]=4)=[CH:13][CH:12]=3)=[CH:9][N:8]([C@@H:24]3[CH2:29][CH2:28][CH2:27][N:26](C(OC(C)(C)C)=O)[CH2:25]3)[C:4]=2[N:5]=[CH:6][N:7]=1.C(O)(C(F)(F)F)=O. The catalyst is C(Cl)Cl. The product is [O:17]([C:14]1[CH:13]=[CH:12][C:11]([C:10]2[C:3]3[C:2]([NH2:1])=[N:7][CH:6]=[N:5][C:4]=3[N:8]([C@@H:24]3[CH2:29][CH2:28][CH2:27][NH:26][CH2:25]3)[CH:9]=2)=[CH:16][CH:15]=1)[C:18]1[CH:23]=[CH:22][CH:21]=[CH:20][CH:19]=1. (4) The reactants are [CH3:1][O-:2].[Na+].Br[C:5]1[C:10]([O:11][CH2:12][C:13]2[CH:18]=[CH:17][C:16]([O:19][CH3:20])=[CH:15][CH:14]=2)=[CH:9][CH:8]=[C:7]([I:21])[N:6]=1.O. The catalyst is CS(C)=O. The product is [I:21][C:7]1[N:6]=[C:5]([O:2][CH3:1])[C:10]([O:11][CH2:12][C:13]2[CH:18]=[CH:17][C:16]([O:19][CH3:20])=[CH:15][CH:14]=2)=[CH:9][CH:8]=1. The yield is 0.710. (5) The reactants are I[C:2]1[CH:3]=[CH:4][C:5]2[N:6]([CH:8]=[C:9]([NH:11][C:12]([CH:14]3[CH2:16][CH2:15]3)=[O:13])[N:10]=2)[N:7]=1.[NH:17]1[C:25]2[CH:24]=[CH:23][CH:22]=[C:21]([OH:26])[C:20]=2[CH:19]=[CH:18]1.C(=O)([O-])[O-].[K+].[K+]. The catalyst is CN(C)C=O. The product is [NH:17]1[C:25]2[C:20](=[C:21]([O:26][C:2]3[CH:3]=[CH:4][C:5]4[N:6]([CH:8]=[C:9]([NH:11][C:12]([CH:14]5[CH2:16][CH2:15]5)=[O:13])[N:10]=4)[N:7]=3)[CH:22]=[CH:23][CH:24]=2)[CH:19]=[CH:18]1. The yield is 0.180. (6) The reactants are C(O)(=O)C.[NH2:5][CH:6]([C:9]1[CH:14]=[CH:13][C:12]([O:15][CH3:16])=[C:11]([O:17][CH2:18][CH3:19])[CH:10]=1)[C:7]#[N:8].[C:20]([NH:23][C:24]1[CH:34]=[CH:33][CH:32]=[C:26]2[C:27]([O:29][C:30](=O)[C:25]=12)=[O:28])(=[O:22])[CH3:21]. The catalyst is C(O)(=O)C.CCOC(C)=O. The product is [C:7]([CH:6]([C:9]1[CH:14]=[CH:13][C:12]([O:15][CH3:16])=[C:11]([O:17][CH2:18][CH3:19])[CH:10]=1)[N:5]1[C:30](=[O:29])[C:25]2[C:26](=[CH:32][CH:33]=[CH:34][C:24]=2[NH:23][C:20](=[O:22])[CH3:21])[C:27]1=[O:28])#[N:8]. The yield is 0.830.